This data is from Reaction yield outcomes from USPTO patents with 853,638 reactions. The task is: Predict the reaction yield, written as a fraction of the theoretical maximum amount of product (1.0 means a 100% yield; for example, 0.34 means a 34% yield). (1) The reactants are [Br:1][C:2]1[CH:7]=[CH:6][C:5]([S:8](Cl)(=[O:10])=[O:9])=[CH:4][CH:3]=1.[CH2:12]([OH:17])[C:13]([CH3:16])([CH3:15])[CH3:14]. The catalyst is N1C=CC=CC=1. The product is [CH3:14][C:13]([CH3:16])([CH3:15])[CH2:12][O:17][S:8]([C:5]1[CH:6]=[CH:7][C:2]([Br:1])=[CH:3][CH:4]=1)(=[O:10])=[O:9]. The yield is 0.850. (2) The reactants are [F:1][S:2]([F:15])([F:14])([F:13])([F:12])[C:3]1[CH:11]=[CH:10][C:6]([C:7](Cl)=[O:8])=[CH:5][CH:4]=1.Cl.[CH3:17][O:18][NH:19][CH3:20].C(N(CC)CC)C. The catalyst is ClCCl. The product is [CH3:17][O:18][N:19]([CH3:20])[C:7](=[O:8])[C:6]1[CH:10]=[CH:11][C:3]([S:2]([F:15])([F:14])([F:13])([F:12])[F:1])=[CH:4][CH:5]=1. The yield is 0.510. (3) The reactants are Cl.Cl.[Cl:3][C:4]1[CH:5]=[C:6]([C:11]2[CH:12]=[N:13][C:14]([N:17]3[CH2:22][CH2:21][NH:20][CH2:19][CH2:18]3)=[N:15][CH:16]=2)[CH:7]=[CH:8][C:9]=1[Cl:10].[CH2:23]([C@@H:30]1[CH2:34][O:33][C:32](=[O:35])[N:31]1[C:36](=[O:46])[C@H:37]([CH2:41][S:42](Cl)(=[O:44])=[O:43])[CH:38]([CH3:40])[CH3:39])[C:24]1[CH:29]=[CH:28][CH:27]=[CH:26][CH:25]=1. No catalyst specified. The product is [CH2:23]([C@@H:30]1[CH2:34][O:33][C:32](=[O:35])[N:31]1[C:36](=[O:46])[C@H:37]([CH2:41][S:42]([N:20]1[CH2:19][CH2:18][N:17]([C:14]2[N:15]=[CH:16][C:11]([C:6]3[CH:7]=[CH:8][C:9]([Cl:10])=[C:4]([Cl:3])[CH:5]=3)=[CH:12][N:13]=2)[CH2:22][CH2:21]1)(=[O:44])=[O:43])[CH:38]([CH3:40])[CH3:39])[C:24]1[CH:29]=[CH:28][CH:27]=[CH:26][CH:25]=1. The yield is 0.390. (4) The catalyst is C(O)C.O. The yield is 0.820. The product is [N+:19]([C:16]1[CH:15]=[C:14]([N+:22]([O-:24])=[O:23])[CH:13]=[CH:18][C:17]=1[NH:2][C:3]1[CH:8]=[CH:7][C:6]([O:9][CH3:10])=[CH:5][C:4]=1[OH:11])([O-:21])=[O:20]. The reactants are Cl.[NH2:2][C:3]1[CH:8]=[CH:7][C:6]([O:9][CH3:10])=[CH:5][C:4]=1[OH:11].Cl[C:13]1[CH:18]=[CH:17][C:16]([N+:19]([O-:21])=[O:20])=[CH:15][C:14]=1[N+:22]([O-:24])=[O:23].C([O-])(=O)C.[Na+].